From a dataset of Catalyst prediction with 721,799 reactions and 888 catalyst types from USPTO. Predict which catalyst facilitates the given reaction. (1) Reactant: [F:1][C:2]([Si](C)(C)C)([F:4])[F:3].[F-].[CH2:23]([N+]([CH2:23][CH2:24][CH2:25][CH3:26])([CH2:23][CH2:24][CH2:25][CH3:26])[CH2:23][CH2:24][CH2:25][CH3:26])[CH2:24][CH2:25][CH3:26].[CH2:27]1[CH2:31][O:30][CH2:29][CH2:28]1. Product: [F:1][C:2]([F:4])([F:3])[CH:31]([C:27]1[CH:25]=[CH:24][CH:23]=[CH:29][C:28]=1[C:24]1[CH:25]=[CH:23][CH:24]=[C:25]([CH3:26])[CH:23]=1)[OH:30]. The catalyst class is: 13. (2) Reactant: [F:1][C:2]([F:41])([F:40])[C:3]1[CH:4]=[C:5]([C:13]([CH3:39])([CH3:38])[C:14]([N:16]([C:18]2[CH:19]=[N:20][C:21]([N:32]3[CH2:35][CH:34](SC)[CH2:33]3)=[CH:22][C:23]=2[C:24]2[CH:29]=[CH:28][C:27]([F:30])=[CH:26][C:25]=2[CH3:31])[CH3:17])=[O:15])[CH:6]=[C:7]([C:9]([F:12])([F:11])[F:10])[CH:8]=1.Cl[C:43]1C=CC=C(C(OO)=O)C=1.[S:53]([O-:56])(O)=[O:54].[Na+]. Product: [F:40][C:2]([F:1])([F:41])[C:3]1[CH:4]=[C:5]([C:13]([CH3:38])([CH3:39])[C:14]([N:16]([C:18]2[CH:19]=[N:20][C:21]([N:32]3[CH2:33][CH:34]([S:53]([CH3:43])(=[O:56])=[O:54])[CH2:35]3)=[CH:22][C:23]=2[C:24]2[CH:29]=[CH:28][C:27]([F:30])=[CH:26][C:25]=2[CH3:31])[CH3:17])=[O:15])[CH:6]=[C:7]([C:9]([F:10])([F:11])[F:12])[CH:8]=1. The catalyst class is: 4. (3) Reactant: Br[C:2]1[C:7]2[C:8](=[O:24])[N:9]3[CH2:16][CH2:15][N:14]([C:17]([O:19][C:20]([CH3:23])([CH3:22])[CH3:21])=[O:18])[CH2:13][CH:10]3[CH2:11][O:12][C:6]=2[CH:5]=[CH:4][CH:3]=1.[F:25][C:26]1[CH:27]=[C:28](B(O)O)[CH:29]=[CH:30][CH:31]=1.C(=O)([O-])[O-].[K+].[K+].O. Product: [F:25][C:26]1[CH:31]=[C:30]([C:2]2[C:7]3[C:8](=[O:24])[N:9]4[CH2:16][CH2:15][N:14]([C:17]([O:19][C:20]([CH3:23])([CH3:21])[CH3:22])=[O:18])[CH2:13][CH:10]4[CH2:11][O:12][C:6]=3[CH:5]=[CH:4][CH:3]=2)[CH:29]=[CH:28][CH:27]=1. The catalyst class is: 551. (4) Reactant: [CH3:1][C:2]1[CH:12]=[C:11]([C:13]2[N:17]=[C:16]([C:18]3[S:25][C:24]([CH3:26])=[C:23]4[C:19]=3[CH2:20][C@H:21]3[C:27]([CH3:29])([CH3:28])[C@H:22]34)[O:15][N:14]=2)[CH:10]=[C:9]([CH3:30])[C:3]=1[O:4][CH2:5][CH2:6][CH2:7][OH:8].CCN(C(C)C)C(C)C.[CH3:40][S:41](Cl)(=[O:43])=[O:42]. Product: [CH3:1][C:2]1[CH:12]=[C:11]([C:13]2[N:17]=[C:16]([C:18]3[S:25][C:24]([CH3:26])=[C:23]4[C:19]=3[CH2:20][C@H:21]3[C:27]([CH3:28])([CH3:29])[C@H:22]34)[O:15][N:14]=2)[CH:10]=[C:9]([CH3:30])[C:3]=1[O:4][CH2:5][CH2:6][CH2:7][O:8][S:41]([CH3:40])(=[O:43])=[O:42]. The catalyst class is: 2. (5) Reactant: [N+:1]([C:4]1[CH:5]=[CH:6][C:7]2[O:13][CH2:12][CH2:11][NH:10][CH2:9][C:8]=2[CH:14]=1)([O-:3])=[O:2].N1C=CC=CC=1.[F:21][C:22]([F:33])([F:32])[C:23](O[C:23](=[O:24])[C:22]([F:33])([F:32])[F:21])=[O:24]. Product: [N+:1]([C:4]1[CH:5]=[CH:6][C:7]2[O:13][CH2:12][CH2:11][N:10]([C:23](=[O:24])[C:22]([F:33])([F:32])[F:21])[CH2:9][C:8]=2[CH:14]=1)([O-:3])=[O:2]. The catalyst class is: 4. (6) Reactant: [CH3:1][C:2]1[NH:3][C:4](=[O:21])[CH2:5][CH:6]([C:11]2[CH:20]=[CH:19][C:18]3[C:13](=[CH:14][CH:15]=[CH:16][CH:17]=3)[CH:12]=2)[C:7]=1[C:8](O)=[O:9].[NH2:22][C:23]1[CH:24]=[C:25]2[C:29](=[CH:30][CH:31]=1)[NH:28][N:27]=[C:26]2[Br:32].C(Cl)CCl.CCN(CC)CC. Product: [Br:32][C:26]1[C:25]2[C:29](=[CH:30][CH:31]=[C:23]([NH:22][C:8]([C:7]3[CH:6]([C:11]4[CH:20]=[CH:19][C:18]5[C:13](=[CH:14][CH:15]=[CH:16][CH:17]=5)[CH:12]=4)[CH2:5][C:4](=[O:21])[NH:3][C:2]=3[CH3:1])=[O:9])[CH:24]=2)[NH:28][N:27]=1. The catalyst class is: 861. (7) Reactant: [C:1]([C:5]1[CH:22]=[CH:21][CH:20]=[CH:19][C:6]=1[O:7][CH:8]1[CH2:11][N:10]([C:12](=[O:18])[C:13]([O:15]CC)=[O:14])[CH2:9]1)([CH3:4])([CH3:3])[CH3:2].[OH-].[Li+]. Product: [C:1]([C:5]1[CH:22]=[CH:21][CH:20]=[CH:19][C:6]=1[O:7][CH:8]1[CH2:9][N:10]([C:12](=[O:18])[C:13]([OH:15])=[O:14])[CH2:11]1)([CH3:4])([CH3:2])[CH3:3]. The catalyst class is: 8. (8) Reactant: [NH2:1][C:2]1[CH:7]=[CH:6][CH:5]=[C:4]([N:8]2[C:15]3[N:11]([N:12]=[C:13]([C:16]4[CH:17]=[N:18][CH:19]=[CH:20][CH:21]=4)[CH:14]=3)[CH:10]=[CH:9]2)[C:3]=1[OH:22].[F:23][S:24]([F:37])([F:36])([F:35])([F:34])[C:25]1[CH:26]=[C:27]([CH:31]=[CH:32][CH:33]=1)[C:28](O)=[O:29].CN(C(ON1N=NC2C=CC=NC1=2)=[N+](C)C)C.F[P-](F)(F)(F)(F)F.C(N(CC)C(C)C)(C)C.[OH-].[Na+]. Product: [OH:22][C:3]1[C:4]([N:8]2[C:15]3[N:11]([N:12]=[C:13]([C:16]4[CH:17]=[N:18][CH:19]=[CH:20][CH:21]=4)[CH:14]=3)[CH:10]=[CH:9]2)=[CH:5][CH:6]=[CH:7][C:2]=1[NH:1][C:28](=[O:29])[C:27]1[CH:31]=[CH:32][CH:33]=[C:25]([S:24]([F:37])([F:23])([F:34])([F:35])[F:36])[CH:26]=1. The catalyst class is: 18. (9) Reactant: I[C:2]1[CH:3]=[C:4]([CH:9]=[CH:10][CH:11]=1)[C:5]([O:7][CH3:8])=[O:6].[C:12]1([C:18]#[CH:19])[CH:17]=[CH:16][CH:15]=[CH:14][CH:13]=1.N1CCCCC1.C(Cl)Cl. Product: [C:12]1([C:18]#[C:19][C:2]2[CH:3]=[C:4]([CH:9]=[CH:10][CH:11]=2)[C:5]([O:7][CH3:8])=[O:6])[CH:17]=[CH:16][CH:15]=[CH:14][CH:13]=1. The catalyst class is: 189.